The task is: Predict the product of the given reaction.. This data is from Forward reaction prediction with 1.9M reactions from USPTO patents (1976-2016). (1) Given the reactants [Cl:1][C:2]1[CH:7]=[CH:6][C:5]([C:8]2([C:12]([NH:14][CH2:15][CH2:16][C:17]3[CH:22]=[CH:21][C:20]([O:23][CH3:24])=[CH:19][CH:18]=3)=O)[CH2:11][CH2:10][CH2:9]2)=[CH:4][CH:3]=1.P(Cl)(Cl)(Cl)=O, predict the reaction product. The product is: [Cl:1][C:2]1[CH:7]=[CH:6][C:5]([C:8]2([C:12]3[C:22]4[C:17](=[CH:18][CH:19]=[C:20]([O:23][CH3:24])[CH:21]=4)[CH2:16][CH2:15][N:14]=3)[CH2:11][CH2:10][CH2:9]2)=[CH:4][CH:3]=1. (2) Given the reactants [CH3:1][N:2]([CH2:4][C:5](Cl)=[O:6])[CH3:3].[C:8]([O:12][C:13](=[O:27])[NH:14][C:15]1[CH:20]=[CH:19][C:18]([CH:21]2[CH2:26][CH2:25][NH:24][CH2:23][CH2:22]2)=[CH:17][CH:16]=1)([CH3:11])([CH3:10])[CH3:9].C(N(CC)CC)C.O, predict the reaction product. The product is: [C:8]([O:12][C:13](=[O:27])[NH:14][C:15]1[CH:20]=[CH:19][C:18]([CH:21]2[CH2:26][CH2:25][N:24]([C:5](=[O:6])[CH2:4][N:2]([CH3:3])[CH3:1])[CH2:23][CH2:22]2)=[CH:17][CH:16]=1)([CH3:11])([CH3:9])[CH3:10]. (3) Given the reactants [C:1]([O:5][C:6]([NH:8][C@H:9]([CH2:13][CH:14]1[CH2:16][CH2:15]1)[C:10](O)=[O:11])=[O:7])([CH3:4])([CH3:3])[CH3:2].C(Cl)CCl.C1C=CC2N(O)N=[N:27]C=2C=1.N, predict the reaction product. The product is: [C:1]([O:5][C:6](=[O:7])[NH:8][C@H:9]([CH2:13][CH:14]1[CH2:16][CH2:15]1)[C:10]([NH2:27])=[O:11])([CH3:4])([CH3:3])[CH3:2]. (4) Given the reactants [F:1][C:2]1[CH:7]=[CH:6][CH:5]=[CH:4][C:3]=1[S:8]([NH:11][C:12]([CH3:30])([CH3:29])[C:13]([NH:15][CH:16]1[CH:23]2[CH2:24][C:19]3([C:26]([OH:28])=O)[CH2:20][CH:21]([CH2:25][CH:17]1[CH2:18]3)[CH2:22]2)=[O:14])(=[O:10])=[O:9].C1C=CC2N(O)N=[N:37]C=2C=1.CCN=C=NCCCN(C)C.O.N, predict the reaction product. The product is: [F:1][C:2]1[CH:7]=[CH:6][CH:5]=[CH:4][C:3]=1[S:8]([NH:11][C:12]([CH3:29])([CH3:30])[C:13]([NH:15][CH:16]1[CH:17]2[CH2:18][C:19]3([C:26]([NH2:37])=[O:28])[CH2:20][CH:21]([CH2:22][CH:23]1[CH2:24]3)[CH2:25]2)=[O:14])(=[O:9])=[O:10]. (5) Given the reactants [CH3:1][C:2]1[N:6]([CH2:7][C:8]2[N:13]=[CH:12][CH:11]=[CH:10][N:9]=2)[N:5]=[C:4]([C:14]([O:16]C)=[O:15])[CH:3]=1.[OH-].[Na+], predict the reaction product. The product is: [CH3:1][C:2]1[N:6]([CH2:7][C:8]2[N:13]=[CH:12][CH:11]=[CH:10][N:9]=2)[N:5]=[C:4]([C:14]([OH:16])=[O:15])[CH:3]=1. (6) Given the reactants [OH:1][C:2]1[CH:10]=[CH:9][C:8]([C:11]2[N:12]([C:27]([O:29][C:30]([CH3:33])([CH3:32])[CH3:31])=[O:28])[C:13]3[C:18]([CH:19]=2)=[CH:17][C:16]([CH2:20][N:21]2[CH2:26][CH2:25][CH2:24][CH2:23][CH2:22]2)=[CH:15][CH:14]=3)=[C:7]2[C:3]=1[CH2:4][NH:5][C:6]2=[O:34].C(N(CC)CC)C.[CH3:42][C:43]1[O:47][C:46]([C:48]([F:51])([F:50])[F:49])=[C:45]([S:52](Cl)(=[O:54])=[O:53])[CH:44]=1, predict the reaction product. The product is: [F:51][C:48]([F:49])([F:50])[C:46]1[O:47][C:43]([CH3:42])=[CH:44][C:45]=1[S:52]([O:1][C:2]1[CH:10]=[CH:9][C:8]([C:11]2[N:12]([C:27]([O:29][C:30]([CH3:31])([CH3:33])[CH3:32])=[O:28])[C:13]3[C:18]([CH:19]=2)=[CH:17][C:16]([CH2:20][N:21]2[CH2:26][CH2:25][CH2:24][CH2:23][CH2:22]2)=[CH:15][CH:14]=3)=[C:7]2[C:3]=1[CH2:4][NH:5][C:6]2=[O:34])(=[O:54])=[O:53].